From a dataset of Catalyst prediction with 721,799 reactions and 888 catalyst types from USPTO. Predict which catalyst facilitates the given reaction. (1) Reactant: [CH3:1][O:2][C:3]1[C:4]([O:16][CH2:17][CH2:18][CH2:19][CH2:20][Cl:21])=[CH:5][C:6]([N+:13]([O-])=O)=[C:7]([CH:12]=1)[C:8]([O:10][CH3:11])=[O:9].[H][H]. Product: [CH3:1][O:2][C:3]1[CH:12]=[C:7]([C:8]([O:10][CH3:11])=[O:9])[C:6]([NH2:13])=[CH:5][C:4]=1[O:16][CH2:17][CH2:18][CH2:19][CH2:20][Cl:21]. The catalyst class is: 43. (2) Reactant: [CH3:1][O:2][C:3]1[CH:4]=[C:5]([CH2:9]C(O)=O)[CH:6]=[CH:7][CH:8]=1.C=O.Cl.[C:16]([OH:19])(=[O:18])[CH3:17]. Product: [CH3:1][O:2][C:3]1[CH:8]=[CH:7][C:6]2[CH2:17][C:16](=[O:19])[O:18][CH2:9][C:5]=2[CH:4]=1. The catalyst class is: 6. (3) Reactant: [CH2:1]([O:3][C:4](=[O:35])[CH2:5][CH2:6][C:7]1[C:15]2[C:10](=[CH:11][N:12]=[C:13]([C:16]3[C:21]([CH2:22][CH3:23])=[CH:20][CH:19]=[CH:18][C:17]=3[CH2:24][CH3:25])[CH:14]=2)[N:9]([C:26]2[CH:31]=[CH:30][C:29]([CH:32]([CH3:34])[CH3:33])=[CH:28][CH:27]=2)[CH:8]=1)[CH3:2].[Li+].[CH3:37][CH:38]([N-]C(C)C)C.[CH2:44]1COC[CH2:45]1.C(C1C=CC=CC=1)C.ICC.[NH4+].[Cl-]. Product: [CH2:1]([O:3][C:4](=[O:35])[C:5]([CH2:6][C:7]1[C:15]2[C:10](=[CH:11][N:12]=[C:13]([C:16]3[C:21]([CH2:22][CH3:23])=[CH:20][CH:19]=[CH:18][C:17]=3[CH2:24][CH3:25])[CH:14]=2)[N:9]([C:26]2[CH:27]=[CH:28][C:29]([CH:32]([CH3:34])[CH3:33])=[CH:30][CH:31]=2)[CH:8]=1)([CH2:44][CH3:45])[CH2:37][CH3:38])[CH3:2]. The catalyst class is: 1.